Dataset: Reaction yield outcomes from USPTO patents with 853,638 reactions. Task: Predict the reaction yield, written as a fraction of the theoretical maximum amount of product (1.0 means a 100% yield; for example, 0.34 means a 34% yield). (1) The reactants are [Br:1][C:2]1[C:3](F)=[C:4]2[C:10]([NH:11][C:12](=[O:20])[C:13]3[CH:18]=[CH:17][C:16]([F:19])=[CH:15][CH:14]=3)=[CH:9][NH:8][C:5]2=[N:6][CH:7]=1.[NH:22]1[CH2:27][CH2:26][CH2:25][C@@H:24]([NH:28]C(=O)OC(C)(C)C)[CH2:23]1.C(O)(C(F)(F)F)=O.C(Cl)[Cl:44]. The catalyst is CCCCO. The product is [ClH:44].[NH2:28][C@@H:24]1[CH2:25][CH2:26][CH2:27][N:22]([C:3]2[C:2]([Br:1])=[CH:7][N:6]=[C:5]3[NH:8][CH:9]=[C:10]([NH:11][C:12](=[O:20])[C:13]4[CH:18]=[CH:17][C:16]([F:19])=[CH:15][CH:14]=4)[C:4]=23)[CH2:23]1. The yield is 0.410. (2) The reactants are [Cl:1][C:2]1[CH:3]=[C:4]([NH:9][C:10]([N:12]2[CH2:17][CH2:16][N:15]([CH2:18][C@@H:19]3[CH2:24][CH2:23][CH2:22][NH:21][CH2:20]3)[CH2:14][CH2:13]2)=[O:11])[CH:5]=[CH:6][C:7]=1[Cl:8].C(N(CC)C(C)C)(C)C.[C:34]([O:41][CH3:42])(=[O:40])[CH2:35][CH2:36][C:37]([O-])=[O:38]. The catalyst is CN(C)C=O. The product is [Cl:1][C:2]1[CH:3]=[C:4]([NH:9][C:10]([N:12]2[CH2:17][CH2:16][N:15]([CH2:18][C@@H:19]3[CH2:24][CH2:23][CH2:22][N:21]([C:37](=[O:38])[CH2:36][CH2:35][C:34]([O:41][CH3:42])=[O:40])[CH2:20]3)[CH2:14][CH2:13]2)=[O:11])[CH:5]=[CH:6][C:7]=1[Cl:8]. The yield is 0.960.